This data is from Forward reaction prediction with 1.9M reactions from USPTO patents (1976-2016). The task is: Predict the product of the given reaction. (1) Given the reactants [C:1]([C:5]1[CH:6]=[C:7]([CH:17]=[C:18]([C:21]([CH3:24])([CH3:23])[CH3:22])[C:19]=1[OH:20])[C:8]([NH:10][C:11]1([C:14](O)=[O:15])[CH2:13][CH2:12]1)=[O:9])([CH3:4])([CH3:3])[CH3:2].ClC(N(C)C)=C(C)C.[NH2:33][C:34]1[CH:39]=[CH:38][CH:37]=[CH:36][N:35]=1, predict the reaction product. The product is: [C:1]([C:5]1[CH:6]=[C:7]([CH:17]=[C:18]([C:21]([CH3:23])([CH3:24])[CH3:22])[C:19]=1[OH:20])[C:8]([NH:10][C:11]1([C:14](=[O:15])[NH:33][C:34]2[CH:39]=[CH:38][CH:37]=[CH:36][N:35]=2)[CH2:13][CH2:12]1)=[O:9])([CH3:3])([CH3:2])[CH3:4]. (2) The product is: [CH3:1][C:2]1[S:3][C:4]([CH3:21])=[C:5]([CH2:10][C:11]2[CH:12]=[CH:13][C:14]([C:17]([F:20])([F:18])[F:19])=[CH:15][CH:16]=2)[C:6]=1[C:7]([NH:35][C@H:33]([C:30]1[CH:31]=[CH:32][C:27]([C:25]([O:24][CH3:23])=[O:26])=[CH:28][CH:29]=1)[CH3:34])=[O:8]. Given the reactants [CH3:1][C:2]1[S:3][C:4]([CH3:21])=[C:5]([CH2:10][C:11]2[CH:16]=[CH:15][C:14]([C:17]([F:20])([F:19])[F:18])=[CH:13][CH:12]=2)[C:6]=1[C:7](O)=[O:8].[Cl-].[CH3:23][O:24][C:25]([C:27]1[CH:32]=[CH:31][C:30]([C@@H:33]([NH3+:35])[CH3:34])=[CH:29][CH:28]=1)=[O:26].CN(C(ON1N=NC2C=CC=NC1=2)=[N+](C)C)C.F[P-](F)(F)(F)(F)F.C(N(C(C)C)CC)(C)C.C(=O)(O)[O-].[Na+], predict the reaction product.